From a dataset of Reaction yield outcomes from USPTO patents with 853,638 reactions. Predict the reaction yield, written as a fraction of the theoretical maximum amount of product (1.0 means a 100% yield; for example, 0.34 means a 34% yield). The reactants are [CH2:1]([C:5]1[N:10]=[C:9]([CH3:11])[N:8]([C:12]2[CH:13]=[C:14]3[C:18](=[CH:19][CH:20]=2)[CH2:17][CH2:16][CH:15]3[OH:21])[C:7](=[O:22])[C:6]=1[CH2:23][C:24]1[CH:29]=[CH:28][C:27]([C:30]2[CH:35]=[CH:34][CH:33]=[CH:32][C:31]=2[C:36]2[NH:40][C:39](=[O:41])[O:38][N:37]=2)=[CH:26][CH:25]=1)[CH2:2][CH2:3][CH3:4].CC(OI1(OC(C)=O)(OC(C)=O)OC(=O)C2C1=CC=CC=2)=O.C(OCC)(=O)C.S([O-])([O-])(=O)=S.[Na+].[Na+]. The catalyst is C(#N)C.O. The product is [CH2:1]([C:5]1[N:10]=[C:9]([CH3:11])[N:8]([C:12]2[CH:13]=[C:14]3[C:18](=[CH:19][CH:20]=2)[CH2:17][CH2:16][C:15]3=[O:21])[C:7](=[O:22])[C:6]=1[CH2:23][C:24]1[CH:29]=[CH:28][C:27]([C:30]2[CH:35]=[CH:34][CH:33]=[CH:32][C:31]=2[C:36]2[NH:40][C:39](=[O:41])[O:38][N:37]=2)=[CH:26][CH:25]=1)[CH2:2][CH2:3][CH3:4]. The yield is 0.820.